Dataset: Catalyst prediction with 721,799 reactions and 888 catalyst types from USPTO. Task: Predict which catalyst facilitates the given reaction. Reactant: Cl[C:2]1[C:7]([Cl:8])=[N:6][CH:5]=[CH:4][N:3]=1.[O:9]1[CH2:14][CH2:13][CH:12]([C:15]#[N:16])[CH2:11][CH2:10]1.[Li+].C[Si]([N-][Si](C)(C)C)(C)C. Product: [Cl:8][C:7]1[C:2]([C:12]2([C:15]#[N:16])[CH2:13][CH2:14][O:9][CH2:10][CH2:11]2)=[N:3][CH:4]=[CH:5][N:6]=1. The catalyst class is: 11.